This data is from Catalyst prediction with 721,799 reactions and 888 catalyst types from USPTO. The task is: Predict which catalyst facilitates the given reaction. (1) Product: [CH:1]1([N:6]2[CH2:12][C:11]([F:13])([F:14])[C:10](=[O:15])[N:9]([CH3:16])[C:8]3[CH:17]=[N:18][C:19]([NH:21][C:22]4[CH:30]=[CH:29][C:25]([C:26]([NH:36][CH3:40])=[O:27])=[CH:24][C:23]=4[C:31]([F:32])([F:34])[F:33])=[N:20][C:7]2=3)[CH2:5][CH2:4][CH2:3][CH2:2]1. The catalyst class is: 9. Reactant: [CH:1]1([N:6]2[CH2:12][C:11]([F:14])([F:13])[C:10](=[O:15])[N:9]([CH3:16])[C:8]3[CH:17]=[N:18][C:19]([NH:21][C:22]4[CH:30]=[CH:29][C:25]([C:26](O)=[O:27])=[CH:24][C:23]=4[C:31]([F:34])([F:33])[F:32])=[N:20][C:7]2=3)[CH2:5][CH2:4][CH2:3][CH2:2]1.O[N:36]1[C:40]2C=CC=CC=2N=N1.F[P-](F)(F)(F)(F)F.CN(C(N(C)C)=[N+]1C2C=CC=CC=2[N+]([O-])=N1)C.C(N(C(C)C)CC)(C)C.Cl.CN. (2) Reactant: [Cl:1][C:2]1[CH:11]=[CH:10][CH:9]=[C:8]2[C:3]=1[CH:4]1[C:12](=O)[CH:7]2[CH2:6][CH2:5]1.C1C=CC(P(C2C=CC=CC=2)C2C=CC=CC=2)=CC=1.[C:33](Cl)(Cl)([Cl:35])[Cl:34]. Product: [Cl:1][C:2]1[CH:11]=[CH:10][CH:9]=[C:8]2[C:3]=1[CH:4]1[C:12](=[C:33]([Cl:35])[Cl:34])[CH:7]2[CH2:6][CH2:5]1. The catalyst class is: 10. (3) Reactant: [CH3:1][C:2]1[N:3]=[C:4]([NH2:12])[S:5][C:6]=1[CH2:7][C:8]([Cl:11])([Cl:10])[Cl:9].[Cl:13][C:14]1[C:15]([CH3:24])=[C:16]([S:20](Cl)(=[O:22])=[O:21])[CH:17]=[CH:18][CH:19]=1.Cl. Product: [Cl:13][C:14]1[C:15]([CH3:24])=[C:16]([S:20]([NH:12][C:4]2[S:5][C:6]([CH2:7][C:8]([Cl:11])([Cl:9])[Cl:10])=[C:2]([CH3:1])[N:3]=2)(=[O:22])=[O:21])[CH:17]=[CH:18][CH:19]=1. The catalyst class is: 6. (4) Reactant: N(C(OC(C)C)=O)=NC(OC(C)C)=O.[CH2:15](O)[CH2:16][O:17][CH2:18][CH2:19][O:20][CH2:21][CH2:22][O:23][CH2:24][CH2:25][O:26][CH2:27][CH2:28][O:29][CH2:30][CH2:31][O:32][CH2:33][C:34]#[CH:35].C1(P(C2C=CC=CC=2)C2C=CC=CC=2)C=CC=CC=1.[C:56]1(=[O:62])[NH:60][C:59](=[O:61])[CH:58]=[CH:57]1. Product: [CH2:15]([N:60]1[C:56](=[O:62])[CH:57]=[CH:58][C:59]1=[O:61])[CH2:16][O:17][CH2:18][CH2:19][O:20][CH2:21][CH2:22][O:23][CH2:24][CH2:25][O:26][CH2:27][CH2:28][O:29][CH2:30][CH2:31][O:32][CH2:33][C:34]#[CH:35]. The catalyst class is: 1. (5) Reactant: [CH3:1][CH:2]1[CH2:7][NH:6][C:5](=[O:8])[C:4]2=[C:9](S(C)(=O)=O)[S:10][C:11]([C:12]3[CH:16]=[CH:15][NH:14][N:13]=3)=[C:3]12.[CH:21]1([NH2:26])[CH2:25][CH2:24][CH2:23][CH2:22]1. Product: [CH:21]1([NH:26][C:9]2[S:10][C:11]([C:12]3[CH:16]=[CH:15][NH:14][N:13]=3)=[C:3]3[CH:2]([CH3:1])[CH2:7][NH:6][C:5](=[O:8])[C:4]=23)[CH2:25][CH2:24][CH2:23][CH2:22]1. The catalyst class is: 44. (6) Reactant: [H-].[Na+].C(S([C:13]1[N:14]=[C:15]([NH:23][C@@H:24]([CH2:28][OH:29])[CH2:25][CH2:26][CH3:27])[C:16]2[S:21][C:20](=[O:22])[NH:19][C:17]=2[N:18]=1)(=O)=O)C1C=CC=CC=1.[CH2:30]([OH:37])[C:31]1[CH:36]=[CH:35][CH:34]=[CH:33][CH:32]=1. Product: [CH2:30]([O:37][C:13]1[N:14]=[C:15]([NH:23][C@@H:24]([CH2:28][OH:29])[CH2:25][CH2:26][CH3:27])[C:16]2[S:21][C:20](=[O:22])[NH:19][C:17]=2[N:18]=1)[C:31]1[CH:36]=[CH:35][CH:34]=[CH:33][CH:32]=1. The catalyst class is: 48.